From a dataset of Full USPTO retrosynthesis dataset with 1.9M reactions from patents (1976-2016). Predict the reactants needed to synthesize the given product. (1) Given the product [C:2]([O:5][C:6]([N:8]1[CH2:9][C@H:10]([O:16][C:27]2[C:28]3[C:33](=[CH:32][CH:31]=[CH:30][CH:29]=3)[N:24]=[CH:25][CH:26]=2)[CH2:11][C@H:12]1[C:13]([OH:15])=[O:14])=[O:7])([CH3:1])([CH3:3])[CH3:4], predict the reactants needed to synthesize it. The reactants are: [CH3:1][C:2]([O:5][C:6]([N:8]1[C@H:12]([C:13]([OH:15])=[O:14])[CH2:11][CH:10]([OH:16])[CH2:9]1)=[O:7])([CH3:4])[CH3:3].CC([O-])(C)C.[K+].Cl[N:24]1[C:33]2[C:28](=[CH:29][CH:30]=[CH:31][CH:32]=2)[CH:27]=[CH:26][CH2:25]1. (2) Given the product [CH3:2][N:3]1[CH:7]=[C:6]([C:8]2[N:13]=[C:12]([C:14]3[CH:15]=[N:16][N:17]([C:19]4([CH2:23][C:24]#[N:25])[CH2:22][N:21]([CH2:44][C:45]([F:48])([F:47])[F:46])[CH2:20]4)[CH:18]=3)[N:11]3[CH:26]=[CH:27][N:28]=[C:10]3[CH:9]=2)[CH:5]=[N:4]1, predict the reactants needed to synthesize it. The reactants are: Cl.[CH3:2][N:3]1[CH:7]=[C:6]([C:8]2[N:13]=[C:12]([C:14]3[CH:15]=[N:16][N:17]([C:19]4([CH2:23][C:24]#[N:25])[CH2:22][NH:21][CH2:20]4)[CH:18]=3)[N:11]3[CH:26]=[CH:27][N:28]=[C:10]3[CH:9]=2)[CH:5]=[N:4]1.C(#N)C.C([O-])([O-])=O.[K+].[K+].FC(F)(F)S(O[CH2:44][C:45]([F:48])([F:47])[F:46])(=O)=O. (3) Given the product [C:21]([C:24]1[S:25][CH:26]=[C:27]([C:29]([NH:1][C@H:2]([CH2:19][CH3:20])[CH2:3][N:4]2[CH:8]=[CH:7][C:6]([C:9]3[CH:16]=[CH:15][C:12]([C:13]#[N:14])=[C:11]([Cl:17])[C:10]=3[CH3:18])=[N:5]2)=[O:30])[N:28]=1)(=[O:23])[CH3:22], predict the reactants needed to synthesize it. The reactants are: [NH2:1][C@H:2]([CH2:19][CH3:20])[CH2:3][N:4]1[CH:8]=[CH:7][C:6]([C:9]2[CH:16]=[CH:15][C:12]([C:13]#[N:14])=[C:11]([Cl:17])[C:10]=2[CH3:18])=[N:5]1.[C:21]([C:24]1[S:25][CH:26]=[C:27]([C:29](O)=[O:30])[N:28]=1)(=[O:23])[CH3:22]. (4) Given the product [CH3:3][C:1]([CH3:4])([S:5]([NH:7][CH:8]1[CH2:13][CH2:12][N:11]([C:14]([O:16][C:17]([CH3:18])([CH3:19])[CH3:20])=[O:15])[CH:10]([C:21]2[CH:22]=[CH:23][CH:24]=[CH:25][CH:26]=2)[CH2:9]1)=[O:6])[CH3:2], predict the reactants needed to synthesize it. The reactants are: [C:1]([S:5]([N:7]=[C:8]1[CH2:13][CH2:12][N:11]([C:14]([O:16][C:17]([CH3:20])([CH3:19])[CH3:18])=[O:15])[CH:10]([C:21]2[CH:26]=[CH:25][CH:24]=[CH:23][CH:22]=2)[CH2:9]1)=[O:6])([CH3:4])([CH3:3])[CH3:2].[BH4-].[Na+]. (5) Given the product [CH2:1]([O:8][C:9]1[C:14]([C:15]2[CH:16]=[CH:17][C:18]([CH3:21])=[CH:19][CH:20]=2)=[CH:13][C:12]([C:22](=[O:24])/[CH:23]=[CH:36]/[C:35]2[CH:38]=[CH:39][C:32]([C:29]([OH:31])=[O:30])=[CH:33][CH:34]=2)=[CH:11][C:10]=1[C:25]([CH3:28])([CH3:27])[CH3:26])[C:2]1[CH:7]=[CH:6][CH:5]=[CH:4][CH:3]=1, predict the reactants needed to synthesize it. The reactants are: [CH2:1]([O:8][C:9]1[C:14]([C:15]2[CH:20]=[CH:19][C:18]([CH3:21])=[CH:17][CH:16]=2)=[CH:13][C:12]([C:22](=[O:24])[CH3:23])=[CH:11][C:10]=1[C:25]([CH3:28])([CH3:27])[CH3:26])[C:2]1[CH:7]=[CH:6][CH:5]=[CH:4][CH:3]=1.[C:29]([C:32]1[CH:39]=[CH:38][C:35]([CH:36]=O)=[CH:34][CH:33]=1)([OH:31])=[O:30].[OH-].[K+].Cl. (6) Given the product [CH2:1]([N:8]([CH2:9][CH:10]([OH:12])[CH3:11])[C:29]([CH:28]1[C:25]2[CH:24]=[CH:23][CH:22]=[C:21]([Cl:20])[C:26]=2[CH2:27]1)=[O:30])[C:2]1[CH:7]=[CH:6][CH:5]=[CH:4][CH:3]=1, predict the reactants needed to synthesize it. The reactants are: [CH2:1]([NH:8][CH2:9][CH:10]([OH:12])[CH3:11])[C:2]1[CH:7]=[CH:6][CH:5]=[CH:4][CH:3]=1.C(N(CC)CC)C.[Cl:20][C:21]1[C:26]2[CH2:27][CH:28]([C:29](O)=[O:30])[C:25]=2[CH:24]=[CH:23][CH:22]=1.[O-]P1(OP([O-])(=O)OP([O-])(=O)OP([O-])(=O)O1)=O.[Na+].[Na+].[Na+].[Na+].C(OCC)(=O)C. (7) Given the product [Br:17][C:12]1[CH:13]=[C:14]2[C:9](=[CH:10][CH:11]=1)[N:8]=[C:7]([NH:18][C:19]1[CH:24]=[CH:23][CH:22]=[CH:21][CH:20]=1)[C:6]([C:4]([OH:5])=[O:3])=[C:15]2[Cl:16], predict the reactants needed to synthesize it. The reactants are: C([O:3][C:4]([C:6]1[C:7]([NH:18][C:19]2[CH:24]=[CH:23][CH:22]=[CH:21][CH:20]=2)=[N:8][C:9]2[C:14]([C:15]=1[Cl:16])=[CH:13][C:12]([Br:17])=[CH:11][CH:10]=2)=[O:5])C.Cl.